Dataset: Reaction yield outcomes from USPTO patents with 853,638 reactions. Task: Predict the reaction yield, written as a fraction of the theoretical maximum amount of product (1.0 means a 100% yield; for example, 0.34 means a 34% yield). (1) The reactants are [N:1]1([C:6]2[CH:11]=[CH:10][C:9]([OH:12])=[C:8]([I:13])[CH:7]=2)[CH:5]=[CH:4][N:3]=[CH:2]1.Cl[C:15]1[C:24]2[C:19](=[CH:20][C:21]([O:27][CH3:28])=[C:22]([O:25][CH3:26])[CH:23]=2)[N:18]=[CH:17][CH:16]=1.O. The catalyst is CN(C)C1C=CN=CC=1.ClC1C=CC=CC=1Cl. The product is [N:1]1([C:6]2[CH:11]=[CH:10][C:9]([O:12][C:15]3[C:24]4[C:19](=[CH:20][C:21]([O:27][CH3:28])=[C:22]([O:25][CH3:26])[CH:23]=4)[N:18]=[CH:17][CH:16]=3)=[C:8]([I:13])[CH:7]=2)[CH:5]=[CH:4][N:3]=[CH:2]1. The yield is 0.450. (2) The reactants are Cl[CH2:2][C:3]([NH:5][CH2:6][C@H:7]([OH:17])[CH2:8][C:9]1[CH:14]=[C:13]([Cl:15])[CH:12]=[C:11]([Cl:16])[CH:10]=1)=[O:4].CC(C)([O-])C.[K+].Cl. The catalyst is C(O)(C)C.C1(C)C=CC=CC=1. The product is [Cl:16][C:11]1[CH:10]=[C:9]([CH:14]=[C:13]([Cl:15])[CH:12]=1)[CH2:8][C@@H:7]1[CH2:6][NH:5][C:3](=[O:4])[CH2:2][O:17]1. The yield is 0.870.